Dataset: Forward reaction prediction with 1.9M reactions from USPTO patents (1976-2016). Task: Predict the product of the given reaction. (1) Given the reactants CSC.B.[Cl:5][C:6]1[CH:7]=[C:8]([C:12]2[O:16][N:15]=[C:14]([C:17](=[O:19])[CH3:18])[CH:13]=2)[CH:9]=[CH:10][CH:11]=1.C1(C)C=CC=CC=1.B, predict the reaction product. The product is: [Cl:5][C:6]1[CH:7]=[C:8]([C:12]2[O:16][N:15]=[C:14]([C@H:17]([OH:19])[CH3:18])[CH:13]=2)[CH:9]=[CH:10][CH:11]=1. (2) Given the reactants FC(F)(F)S(O[C:7]1[CH:12]=[CH:11][C:10]([C:13]([C:24]2[CH:29]=[CH:28][C:27]([F:30])=[CH:26][CH:25]=2)=[C:14]2[CH2:19][C:18]([CH3:21])([CH3:20])[CH2:17][C:16]([CH3:23])([CH3:22])[CH2:15]2)=[CH:9][CH:8]=1)(=O)=O.C([O-])([O-])=O.[Na+].[Na+].[O:39]1[CH:43]=[CH:42][C:41](B(O)O)=[CH:40]1, predict the reaction product. The product is: [F:30][C:27]1[CH:28]=[CH:29][C:24]([C:13](=[C:14]2[CH2:15][C:16]([CH3:22])([CH3:23])[CH2:17][C:18]([CH3:20])([CH3:21])[CH2:19]2)[C:10]2[CH:11]=[CH:12][C:7]([C:41]3[CH:42]=[CH:43][O:39][CH:40]=3)=[CH:8][CH:9]=2)=[CH:25][CH:26]=1. (3) Given the reactants [Br:1][C:2]1[CH:13]=[CH:12][C:5]2[N:6]=[C:7]([CH2:9][CH2:10]O)[S:8][C:4]=2[CH:3]=1.C(N(CC)CC)C.S(Cl)(C)(=O)=O.C(=O)([O-])[O-].[K+].[K+].Cl.[CH3:33][C@@H:34]1[CH2:38][CH2:37][CH2:36][NH:35]1, predict the reaction product. The product is: [Br:1][C:2]1[CH:13]=[CH:12][C:5]2[N:6]=[C:7]([CH2:9][CH2:10][N:35]3[CH2:36][CH2:37][CH2:38][CH:34]3[CH3:33])[S:8][C:4]=2[CH:3]=1.